This data is from Forward reaction prediction with 1.9M reactions from USPTO patents (1976-2016). The task is: Predict the product of the given reaction. (1) Given the reactants Br[C:2]1[CH:8]=[CH:7][C:5]([NH2:6])=[C:4]([N+:9]([O-:11])=[O:10])[CH:3]=1.N#N.[CH3:14][N:15]1[CH:19]=[C:18](B2OC(C)(C)C(C)(C)O2)[CH:17]=[N:16]1.C(=O)([O-])[O-].[Na+].[Na+], predict the reaction product. The product is: [CH3:14][N:15]1[CH:19]=[C:18]([C:2]2[CH:8]=[CH:7][C:5]([NH2:6])=[C:4]([N+:9]([O-:11])=[O:10])[CH:3]=2)[CH:17]=[N:16]1. (2) Given the reactants Br[C:2]1[C:7]2[CH:8]=[C:9]([C:12]([F:15])([F:14])[F:13])[CH:10]=[CH:11][C:6]=2[O:5][C:4]([CH2:18][F:19])([CH2:16][F:17])[CH:3]=1.C([Li])CCC.[CH3:25][O:26][C:27](=[S:30])OC.[Cl-].[NH4+], predict the reaction product. The product is: [F:17][CH2:16][C:4]1([CH2:18][F:19])[CH:3]=[C:2]([C:27](=[S:30])[O:26][CH3:25])[C:7]2[CH:8]=[C:9]([C:12]([F:15])([F:14])[F:13])[CH:10]=[CH:11][C:6]=2[O:5]1. (3) The product is: [CH2:25]([O:24][CH:5]([CH2:6][C:7]1[CH:12]=[CH:11][C:10]([O:13][CH2:14][CH2:15][C:16]2[CH:17]=[CH:18][C:19]([S:22][CH3:23])=[CH:20][CH:21]=2)=[CH:9][CH:8]=1)[C:4]([OH:27])=[O:3])[CH3:26]. Given the reactants C([O:3][C:4](=[O:27])[CH:5]([O:24][CH2:25][CH3:26])[CH2:6][C:7]1[CH:12]=[CH:11][C:10]([O:13][CH2:14][CH2:15][C:16]2[CH:21]=[CH:20][C:19]([S:22][CH3:23])=[CH:18][CH:17]=2)=[CH:9][CH:8]=1)C, predict the reaction product. (4) Given the reactants [NH:1]1[CH2:6][CH2:5][CH2:4][CH2:3][CH2:2]1.[CH:7](=O)[C:8]1[CH:13]=[CH:12][CH:11]=[CH:10][CH:9]=1.C([Cl:18])(=O)C, predict the reaction product. The product is: [Cl-:18].[CH:7](=[N+:1]1[CH2:6][CH2:5][CH2:4][CH2:3][CH2:2]1)[C:8]1[CH:13]=[CH:12][CH:11]=[CH:10][CH:9]=1. (5) Given the reactants [CH3:1][O:2][C:3]1[C:18]([O:19][CH3:20])=[CH:17][C:6]2[CH2:7][C:8](=[O:16])[N:9]([CH2:12][CH2:13][CH:14]=O)[CH2:10][CH2:11][C:5]=2[CH:4]=1.[CH3:21][NH2:22].[BH4-].[Na+], predict the reaction product. The product is: [CH3:1][O:2][C:3]1[C:18]([O:19][CH3:20])=[CH:17][C:6]2[CH2:7][C:8](=[O:16])[N:9]([CH2:12][CH2:13][CH2:14][NH:22][CH3:21])[CH2:10][CH2:11][C:5]=2[CH:4]=1. (6) Given the reactants Cl[CH2:2][C:3]([N:5]1[CH2:10][CH2:9][CH:8]([CH2:11][CH2:12][O:13][C:14]2[CH:19]=[CH:18][C:17]([C:20]3[N:25]=[C:24]([C:26]#[N:27])[C:23]4[N:28]=[CH:29][N:30]([CH3:31])[C:22]=4[CH:21]=3)=[CH:16][C:15]=2[C:32]([F:35])([F:34])[F:33])[CH2:7][CH2:6]1)=[O:4].[CH:36]([N:39]([CH:42]([CH3:44])C)CC)([CH3:38])C.N1CCCC1, predict the reaction product. The product is: [CH3:31][N:30]1[C:22]2[CH:21]=[C:20]([C:17]3[CH:18]=[CH:19][C:14]([O:13][CH2:12][CH2:11][CH:8]4[CH2:7][CH2:6][N:5]([C:3](=[O:4])[CH2:2][N:39]5[CH2:36][CH2:38][CH2:44][CH2:42]5)[CH2:10][CH2:9]4)=[C:15]([C:32]([F:34])([F:33])[F:35])[CH:16]=3)[N:25]=[C:24]([C:26]#[N:27])[C:23]=2[N:28]=[CH:29]1. (7) The product is: [C:1]([Si:5]([CH3:33])([CH3:34])[O:6][C@H:7]1[CH2:15][CH2:14][CH2:13][C@@:12]2([CH3:16])[C@H:8]1[CH2:9][CH2:10][C@@H:11]2[C@:17]([CH3:32])([CH2:18][CH2:19][CH2:20][C:21]([CH3:22])([O:23][Si:24]([CH3:26])([CH3:25])[CH3:27])[CH3:28])[CH2:29][C:30]#[C:31][C:37]([C:39]([F:42])([F:41])[F:40])([OH:38])[C:36]([F:44])([F:43])[F:35])([CH3:4])([CH3:3])[CH3:2]. Given the reactants [C:1]([Si:5]([CH3:34])([CH3:33])[O:6][C@H:7]1[CH2:15][CH2:14][CH2:13][C@@:12]2([CH3:16])[C@H:8]1[CH2:9][CH2:10][C@@H:11]2[C@@:17]([CH3:32])([CH2:29][C:30]#[CH:31])[CH2:18][CH2:19][CH2:20][C:21]([CH3:28])([O:23][Si:24]([CH3:27])([CH3:26])[CH3:25])[CH3:22])([CH3:4])([CH3:3])[CH3:2].[F:35][C:36]([F:44])([F:43])[C:37]([C:39]([F:42])([F:41])[F:40])=[O:38].C(=O)=O.C([Li])CCC.[Cl-].[NH4+], predict the reaction product. (8) Given the reactants Br[C:2]1[CH:24]=[C:23]([C:25]([F:28])([F:27])[F:26])[CH:22]=[CH:21][C:3]=1[CH2:4][NH:5][C:6]1[CH:11]=[CH:10][C:9]([C:12]2[CH:17]=[CH:16][C:15]([Cl:18])=[CH:14][C:13]=2[CH3:19])=[C:8]([Cl:20])[CH:7]=1.[CH3:29][O:30][C:31]([C:33]1[CH:38]=[CH:37][C:36](B(O)O)=[CH:35][CH:34]=1)=[O:32].C([O-])([O-])=O.[K+].[K+].O, predict the reaction product. The product is: [Cl:20][C:8]1[CH:7]=[C:6]([NH:5][CH2:4][C:3]2[CH:21]=[CH:22][C:23]([C:25]([F:28])([F:27])[F:26])=[CH:24][C:2]=2[C:36]2[CH:37]=[CH:38][C:33]([C:31]([O:30][CH3:29])=[O:32])=[CH:34][CH:35]=2)[CH:11]=[CH:10][C:9]=1[C:12]1[CH:17]=[CH:16][C:15]([Cl:18])=[CH:14][C:13]=1[CH3:19]. (9) Given the reactants [CH:1]1([C@H:4]([NH:6][C:7]2[N:15]=C(C#N)[N:13]=[C:12]3[C:8]=2[N:9]([CH2:18][C:19]2[CH:24]=[CH:23][C:22]([C:25]([F:28])([F:27])[F:26])=[CH:21][CH:20]=2)[CH:10]=[N:11]3)[CH3:5])[CH2:3][CH2:2]1.[OH-:29].[Na+].[CH2:31]([OH:33])[CH3:32], predict the reaction product. The product is: [F:26][C:25]([F:28])([F:27])[C:22]([OH:33])=[O:29].[CH:1]1([C@H:4]([NH:6][C:7]2[N:15]=[C:32]([C:31]([OH:29])=[O:33])[N:13]=[C:12]3[C:8]=2[N:9]([CH2:18][C:19]2[CH:24]=[CH:23][C:22]([C:25]([F:28])([F:27])[F:26])=[CH:21][CH:20]=2)[CH:10]=[N:11]3)[CH3:5])[CH2:3][CH2:2]1.